Dataset: Forward reaction prediction with 1.9M reactions from USPTO patents (1976-2016). Task: Predict the product of the given reaction. (1) The product is: [CH2:1]([O:3][C:4](=[O:25])[CH2:5][CH:6]1[CH2:7][CH2:8][CH:9]([C:12]2[CH:17]=[CH:16][C:15]([C:18]3[N:19]=[N:20][C:21]([NH:30][C:29]4[CH:31]=[CH:32][CH:33]=[C:27]([Cl:26])[CH:28]=4)=[CH:22][CH:23]=3)=[CH:14][CH:13]=2)[CH2:10][CH2:11]1)[CH3:2]. Given the reactants [CH2:1]([O:3][C:4](=[O:25])[CH2:5][CH:6]1[CH2:11][CH2:10][CH:9]([C:12]2[CH:17]=[CH:16][C:15]([C:18]3[N:19]=[N:20][C:21](Cl)=[CH:22][CH:23]=3)=[CH:14][CH:13]=2)[CH2:8][CH2:7]1)[CH3:2].[Cl:26][C:27]1[CH:28]=[C:29]([CH:31]=[CH:32][CH:33]=1)[NH2:30].Cl, predict the reaction product. (2) Given the reactants Cl[C:2]1[N:7]=[C:6]([NH:8][C@H:9]([CH2:13][CH3:14])[C:10]([NH2:12])=[O:11])[CH:5]=[N:4][C:3]=1[C:15]#[N:16].Cl.[CH3:18][C:19]1[CH:23]=[C:22]([NH2:24])[S:21][N:20]=1.C([O-])([O-])=O.[K+].[K+].C1C=CC(P(C2C(C3C(P(C4C=CC=CC=4)C4C=CC=CC=4)=CC=C4C=3C=CC=C4)=C3C(C=CC=C3)=CC=2)C2C=CC=CC=2)=CC=1, predict the reaction product. The product is: [C:15]([C:3]1[N:4]=[CH:5][C:6]([NH:8][C@H:9]([CH2:13][CH3:14])[C:10]([NH2:12])=[O:11])=[N:7][C:2]=1[NH:24][C:22]1[S:21][N:20]=[C:19]([CH3:18])[CH:23]=1)#[N:16].